This data is from Forward reaction prediction with 1.9M reactions from USPTO patents (1976-2016). The task is: Predict the product of the given reaction. (1) Given the reactants [Cl:1][C:2]1[CH:30]=[CH:29][C:5]([CH2:6][NH:7][C:8]([C:10]2[CH:11]=[N:12][C:13]3[C:18]([C:19]=2[OH:20])=[CH:17][C:16]([CH2:21][CH:22]2[CH2:27][CH2:26][O:25][CH2:24][CH2:23]2)=[CH:15][C:14]=3I)=[O:9])=[CH:4][CH:3]=1.[CH2:31]([OH:34])[C:32]#[CH:33], predict the reaction product. The product is: [Cl:1][C:2]1[CH:30]=[CH:29][C:5]([CH2:6][NH:7][C:8]([C:10]2[C:19](=[O:20])[C:18]3[C:13]4=[C:14]([CH:33]=[C:32]([CH2:31][OH:34])[N:12]4[CH:11]=2)[CH:15]=[C:16]([CH2:21][CH:22]2[CH2:27][CH2:26][O:25][CH2:24][CH2:23]2)[CH:17]=3)=[O:9])=[CH:4][CH:3]=1. (2) Given the reactants [Br:1][C:2]1[C:3]([N:20]2[CH2:25][CH2:24][NH:23][CH2:22][CH2:21]2)=[C:4]2[C:10]([NH:11][C:12](=[O:19])[C:13]3[CH:18]=[CH:17][CH:16]=[N:15][CH:14]=3)=[CH:9][NH:8][C:5]2=[N:6][CH:7]=1.[C:26]([O:30][C:31]([NH:33][CH2:34][C:35](O)=[O:36])=[O:32])([CH3:29])([CH3:28])[CH3:27].C1C=CC2N(O)N=NC=2C=1.O.CCN=C=NCCCN(C)C.CCN(C(C)C)C(C)C, predict the reaction product. The product is: [Br:1][C:2]1[C:3]([N:20]2[CH2:25][CH2:24][N:23]([C:35](=[O:36])[CH2:34][NH:33][C:31](=[O:32])[O:30][C:26]([CH3:27])([CH3:28])[CH3:29])[CH2:22][CH2:21]2)=[C:4]2[C:10]([NH:11][C:12](=[O:19])[C:13]3[CH:18]=[CH:17][CH:16]=[N:15][CH:14]=3)=[CH:9][NH:8][C:5]2=[N:6][CH:7]=1. (3) Given the reactants [NH2:1][C:2]1[N:3]=[C:4](Cl)[C:5]2[CH:10]=[CH:9][N:8]([CH2:11][CH:12]3[CH2:17][CH2:16][N:15](C(OC(C)(C)C)=O)[CH2:14][CH2:13]3)[C:6]=2[N:7]=1.[Si]([Br:30])(C)(C)C.C(#N)C.C([O-])(O)=O.[Na+], predict the reaction product. The product is: [Br:30][C:4]1[C:5]2[CH:10]=[CH:9][N:8]([CH2:11][CH:12]3[CH2:17][CH2:16][NH:15][CH2:14][CH2:13]3)[C:6]=2[N:7]=[C:2]([NH2:1])[N:3]=1. (4) Given the reactants [Li].[Cl:2][C:3]1[CH:8]=[C:7]([C:9]([O-])=[CH:10][C:11](=O)[C:12]([O:14]CC)=[O:13])[CH:6]=[CH:5][N:4]=1.ClC1C=C(C2N(C3C=CC=CN=3)N=C(C(O)=O)C=2)C=C(F)C=1.Cl.[Cl:42][C:43]1[CH:44]=[C:45]([NH:50][NH2:51])[CH:46]=[CH:47][C:48]=1[F:49], predict the reaction product. The product is: [Cl:42][C:43]1[CH:44]=[C:45]([N:50]2[C:9]([C:7]3[CH:6]=[CH:5][N:4]=[C:3]([Cl:2])[CH:8]=3)=[CH:10][C:11]([C:12]([OH:14])=[O:13])=[N:51]2)[CH:46]=[CH:47][C:48]=1[F:49]. (5) Given the reactants Br[C:2]1[CH:11]=[CH:10][C:9]2[O:8][CH2:7][C:6]3[CH:12]=[C:13]([C:15]([N:17]([C:19]4[CH:24]=[CH:23][C:22]([F:25])=[CH:21][C:20]=4[F:26])[CH3:18])=[O:16])[S:14][C:5]=3[C:4]=2[CH:3]=1.[C:27]([NH2:30])(=[O:29])[CH3:28], predict the reaction product. The product is: [C:27]([NH:30][C:2]1[CH:11]=[CH:10][C:9]2[O:8][CH2:7][C:6]3[CH:12]=[C:13]([C:15]([N:17]([C:19]4[CH:24]=[CH:23][C:22]([F:25])=[CH:21][C:20]=4[F:26])[CH3:18])=[O:16])[S:14][C:5]=3[C:4]=2[CH:3]=1)(=[O:29])[CH3:28].